From a dataset of Reaction yield outcomes from USPTO patents with 853,638 reactions. Predict the reaction yield, written as a fraction of the theoretical maximum amount of product (1.0 means a 100% yield; for example, 0.34 means a 34% yield). The reactants are [I:1][C:2]1[CH:3]=[C:4]2[C:8](=[CH:9][CH:10]=1)[NH:7][N:6]=[C:5]2[C:11]([N:13]([O:15][CH3:16])[CH3:14])=[O:12].[O:17]1[CH:22]=[CH:21][CH2:20][CH2:19][CH2:18]1.C([O-])(O)=O.[Na+]. The catalyst is C(Cl)Cl.CC1C=CC(S([O-])(=O)=O)=CC=1.C1C=C[NH+]=CC=1. The product is [I:1][C:2]1[CH:3]=[C:4]2[C:8](=[CH:9][CH:10]=1)[N:7]([CH:18]1[CH2:19][CH2:20][CH2:21][CH2:22][O:17]1)[N:6]=[C:5]2[C:11]([N:13]([O:15][CH3:16])[CH3:14])=[O:12]. The yield is 0.920.